This data is from Reaction yield outcomes from USPTO patents with 853,638 reactions. The task is: Predict the reaction yield, written as a fraction of the theoretical maximum amount of product (1.0 means a 100% yield; for example, 0.34 means a 34% yield). The reactants are [CH3:1][C:2]1[CH:3]=[C:4]2[C:8](=[CH:9][CH:10]=1)[N:7](CC(CC=C)C#N)[CH:6]=[CH:5]2.[H-].[H-].[H-].[H-].[Li+].[Al+3].C(O[CH2:28][CH3:29])(=O)C. The catalyst is C1COCC1. The product is [CH3:1][C:2]1[CH:3]=[C:4]2[C:8](=[CH:9][CH:10]=1)[NH:7][C:6]([CH2:3][CH:4]([CH2:5][CH:28]=[CH2:29])[CH2:8][NH2:7])=[CH:5]2. The yield is 0.390.